Dataset: CYP1A2 inhibition data for predicting drug metabolism from PubChem BioAssay. Task: Regression/Classification. Given a drug SMILES string, predict its absorption, distribution, metabolism, or excretion properties. Task type varies by dataset: regression for continuous measurements (e.g., permeability, clearance, half-life) or binary classification for categorical outcomes (e.g., BBB penetration, CYP inhibition). Dataset: cyp1a2_veith. (1) The molecule is COc1cc(/C=N/NC(=O)c2cccnc2)ccc1OC(=O)c1ccco1. The result is 1 (inhibitor). (2) The compound is CCN(CC(=O)NCc1cccs1)S(=O)(=O)c1ccc(C(C)C)cc1. The result is 0 (non-inhibitor). (3) The drug is CN1CCN(c2ncc3nc(-c4ccc(Cl)cc4)c(=O)n(C)c3n2)CC1. The result is 1 (inhibitor). (4) The molecule is CC(=O)Nc1c(C)cc(OCC(=O)O)cc1C. The result is 0 (non-inhibitor). (5) The molecule is CC(=O)Nc1ccc(NC(=O)C2CCN(S(=O)(=O)c3cccc4nonc34)CC2)cc1. The result is 0 (non-inhibitor).